From a dataset of Full USPTO retrosynthesis dataset with 1.9M reactions from patents (1976-2016). Predict the reactants needed to synthesize the given product. Given the product [C:1]([O:5][C:6]([N:8]1[CH2:13][CH2:12][CH:11]([CH2:14][CH2:15][NH:20][CH3:19])[CH2:10][CH2:9]1)=[O:7])([CH3:4])([CH3:3])[CH3:2], predict the reactants needed to synthesize it. The reactants are: [C:1]([O:5][C:6]([N:8]1[CH2:13][CH2:12][CH:11]([CH2:14][CH:15]=O)[CH2:10][CH2:9]1)=[O:7])([CH3:4])([CH3:3])[CH3:2].[BH4-].[Na+].[CH3:19][NH2:20].